From a dataset of Catalyst prediction with 721,799 reactions and 888 catalyst types from USPTO. Predict which catalyst facilitates the given reaction. (1) Reactant: Br[C:2]1[NH:3][C:4]2[C:5]3[C:6]=1[CH2:7][NH:8][C:9](=[O:14])[C:10]=3[CH:11]=[CH:12][CH:13]=2.[C:15]1(B(O)O)[CH:20]=[CH:19][CH:18]=[CH:17][CH:16]=1.C([O-])([O-])=O.[Na+].[Na+].[Li+].[Cl-]. Product: [C:15]1([N:3]2[C:4]3[C:5]4[C:6]([CH2:7][NH:8][C:9](=[O:14])[C:10]=4[CH:11]=[CH:12][CH:13]=3)=[CH:2]2)[CH:20]=[CH:19][CH:18]=[CH:17][CH:16]=1. The catalyst class is: 398. (2) Reactant: [NH2:1][C:2]1[CH:3]=[N:4][CH:5]=[CH:6][C:7]=1[C@@H:8]1[O:13][C@H:12]([CH3:14])[C@@:11]([CH3:16])([OH:15])[C@H:10]([OH:17])[CH2:9]1.[CH2:18]([N:25]1[CH:29]=[C:28]([N+:30]([O-:32])=[O:31])[C:27]([C:33](O)=[O:34])=[N:26]1)[C:19]1[CH:24]=[CH:23][CH:22]=[CH:21][CH:20]=1.C1C=NC2N(O)N=NC=2C=1.C(Cl)CCl. Product: [CH2:18]([N:25]1[CH:29]=[C:28]([N+:30]([O-:32])=[O:31])[C:27]([C:33]([NH:1][C:2]2[CH:3]=[N:4][CH:5]=[CH:6][C:7]=2[C@H:8]2[CH2:9][C@@H:10]([OH:17])[C@@:11]([OH:15])([CH3:16])[C@@H:12]([CH3:14])[O:13]2)=[O:34])=[N:26]1)[C:19]1[CH:24]=[CH:23][CH:22]=[CH:21][CH:20]=1. The catalyst class is: 3. (3) Product: [CH:10]1([C:16]2[C:17]3[CH:18]=[CH:19][C:20]([C:49]([NH:51][S:52](=[O:56])(=[O:57])[N:53]([CH3:54])[CH3:55])=[O:50])=[CH:21][C:22]=3[N:23]3[CH2:29][C:28]([C:30]([N:32]4[CH2:39][C:38]56[CH2:40][N:41]([CH3:1])[CH2:42][C:34]5([CH2:35][O:36][CH2:37]6)[CH2:33]4)=[O:31])=[CH:27][C:26]4[CH:43]=[C:44]([O:47][CH3:48])[CH:45]=[CH:46][C:25]=4[C:24]=23)[CH2:15][CH2:14][CH2:13][CH2:12][CH2:11]1. The catalyst class is: 5. Reactant: [C:1]([BH3-])#N.[Na+].C1COCC1.[CH:10]1([C:16]2[C:17]3[CH:18]=[CH:19][C:20]([C:49]([NH:51][S:52](=[O:57])(=[O:56])[N:53]([CH3:55])[CH3:54])=[O:50])=[CH:21][C:22]=3[N:23]3[CH2:29][C:28]([C:30]([N:32]4[CH2:39][C:38]56[CH2:40][NH:41][CH2:42][C:34]5([CH2:35][O:36][CH2:37]6)[CH2:33]4)=[O:31])=[CH:27][C:26]4[CH:43]=[C:44]([O:47][CH3:48])[CH:45]=[CH:46][C:25]=4[C:24]=23)[CH2:15][CH2:14][CH2:13][CH2:12][CH2:11]1.C=O. (4) Reactant: [NH:1]1[C:10]2[C:5](=[CH:6][C:7]([O:11][C:12](=[O:20])[NH:13][CH2:14][CH2:15][CH2:16][CH2:17][CH2:18][CH3:19])=[CH:8][CH:9]=2)[CH2:4][CH2:3][CH2:2]1.[H-].[Na+].[CH3:23]I. Product: [CH3:23][N:1]1[C:10]2[C:5](=[CH:6][C:7]([O:11][C:12](=[O:20])[NH:13][CH2:14][CH2:15][CH2:16][CH2:17][CH2:18][CH3:19])=[CH:8][CH:9]=2)[CH2:4][CH2:3][CH2:2]1. The catalyst class is: 7. (5) Reactant: [Cl:1][C:2]1[C:7]([O:8][CH3:9])=[CH:6][C:5]([O:10][CH3:11])=[C:4]([Cl:12])[C:3]=1[C:13]1[C:24](=[O:25])[N:23]([CH2:26][CH2:27][N:28]2[CH2:33][CH2:32][CH2:31][C@@H:30]([NH:34]C(=O)OC(C)(C)C)[CH2:29]2)[C:16]2[N:17]=[C:18]([NH:21][CH3:22])[N:19]=[CH:20][C:15]=2[CH:14]=1.C(O)(C(F)(F)F)=O.C([O-])(O)=O.[Na+]. Product: [NH2:34][C@@H:30]1[CH2:31][CH2:32][CH2:33][N:28]([CH2:27][CH2:26][N:23]2[C:16]3[N:17]=[C:18]([NH:21][CH3:22])[N:19]=[CH:20][C:15]=3[CH:14]=[C:13]([C:3]3[C:4]([Cl:12])=[C:5]([O:10][CH3:11])[CH:6]=[C:7]([O:8][CH3:9])[C:2]=3[Cl:1])[C:24]2=[O:25])[CH2:29]1. The catalyst class is: 2.